This data is from Forward reaction prediction with 1.9M reactions from USPTO patents (1976-2016). The task is: Predict the product of the given reaction. (1) Given the reactants [CH3:1][O:2][CH2:3][CH:4]=[CH2:5].C12BC(CCC1)CCC2.C[O-].[Na+].Br[C:19]1[CH:20]=[C:21]([CH:27]=[CH:28][CH:29]=1)[C:22]([O:24][CH2:25][CH3:26])=[O:23], predict the reaction product. The product is: [CH3:1][O:2][CH2:3][CH2:4][CH2:5][C:19]1[CH:20]=[C:21]([CH:27]=[CH:28][CH:29]=1)[C:22]([O:24][CH2:25][CH3:26])=[O:23]. (2) Given the reactants [C:1]([C:5]1[N:10]=[C:9]([N:11]2[CH2:16][CH2:15][N:14]([CH2:17][CH2:18][CH2:19][CH2:20][NH2:21])[CH2:13][CH2:12]2)[CH:8]=[C:7]([C:22]([CH3:25])([CH3:24])[CH3:23])[N:6]=1)([CH3:4])([CH3:3])[CH3:2].C1N=CN([C:31](N2C=NC=C2)=[O:32])C=1.[C:38]1([N:44]2[CH2:49][CH2:48][NH:47][CH2:46][CH2:45]2)[CH:43]=[CH:42][CH:41]=[CH:40][CH:39]=1, predict the reaction product. The product is: [C:1]([C:5]1[N:10]=[C:9]([N:11]2[CH2:12][CH2:13][N:14]([CH2:17][CH2:18][CH2:19][CH2:20][NH:21][C:31]([N:47]3[CH2:48][CH2:49][N:44]([C:38]4[CH:43]=[CH:42][CH:41]=[CH:40][CH:39]=4)[CH2:45][CH2:46]3)=[O:32])[CH2:15][CH2:16]2)[CH:8]=[C:7]([C:22]([CH3:25])([CH3:24])[CH3:23])[N:6]=1)([CH3:4])([CH3:3])[CH3:2]. (3) The product is: [Cl:18][C:19]1[C:24]([C:25]([O:10][CH2:9][C:6]2[CH:7]=[CH:8][C:3]([O:2][CH3:1])=[CH:4][CH:5]=2)=[O:26])=[C:23]([Cl:28])[N:22]=[CH:21][N:20]=1. Given the reactants [CH3:1][O:2][C:3]1[CH:8]=[CH:7][C:6]([CH2:9][OH:10])=[CH:5][CH:4]=1.C(N(CC)CC)C.[Cl:18][C:19]1[C:24]([C:25](Cl)=[O:26])=[C:23]([Cl:28])[N:22]=[CH:21][N:20]=1, predict the reaction product. (4) Given the reactants [N:1]1[C:2]([CH:13]=[O:14])=[CH:3][N:4]2[N:12]3[C:7]([CH2:8][CH2:9][CH2:10][CH2:11]3)=[N:6][C:5]=12.[Mg+2].[Br-].[Br-].[N+:18]([C:21]1[CH:39]=[CH:38][C:24]([CH2:25][O:26][C:27]([C:29]2[N:30]3[C@H:33]([S:34][CH:35]=2)[C@@H:32]([Br:36])[C:31]3=[O:37])=[O:28])=[CH:23][CH:22]=1)([O-:20])=[O:19].[C:40](OC(=O)C)(=[O:42])[CH3:41], predict the reaction product. The product is: [N+:18]([C:21]1[CH:39]=[CH:38][C:24]([CH2:25][O:26][C:27]([C:29]2[N:30]3[C@H:33]([S:34][CH:35]=2)[C:32]([CH:13]([O:14][C:40](=[O:42])[CH3:41])[C:2]2[N:1]=[C:5]4[N:6]=[C:7]5[N:12]([CH2:11][CH2:10][CH2:9][CH2:8]5)[N:4]4[CH:3]=2)([Br:36])[C:31]3=[O:37])=[O:28])=[CH:23][CH:22]=1)([O-:20])=[O:19]. (5) Given the reactants [CH3:1][O:2][C:3]1[CH:14]=[CH:13][C:6]([CH2:7][N:8]2[CH:12]=[CH:11][CH:10]=[N:9]2)=[CH:5][CH:4]=1.[Li]CCCC.[CH2:20]([CH:22]([CH2:25][CH3:26])[CH:23]=[O:24])[CH3:21], predict the reaction product. The product is: [CH2:20]([CH:22]([CH2:25][CH3:26])[CH:23]([C:12]1[N:8]([CH2:7][C:6]2[CH:5]=[CH:4][C:3]([O:2][CH3:1])=[CH:14][CH:13]=2)[N:9]=[CH:10][CH:11]=1)[OH:24])[CH3:21].